This data is from Tyrosyl-DNA phosphodiesterase HTS with 341,365 compounds. The task is: Binary Classification. Given a drug SMILES string, predict its activity (active/inactive) in a high-throughput screening assay against a specified biological target. The molecule is S(CCC(NC(=O)c1ccc(C(C)(C)C)cc1)C(O)=O)C. The result is 0 (inactive).